This data is from Forward reaction prediction with 1.9M reactions from USPTO patents (1976-2016). The task is: Predict the product of the given reaction. (1) Given the reactants CS(O[CH2:6][CH2:7][C@H:8]1[S:14][C@H:13]([C:15]2[CH:20]=[CH:19][CH:18]=[C:17]([O:21][CH3:22])[C:16]=2[O:23][CH3:24])[C:12]2[CH:25]=[C:26]([Cl:29])[CH:27]=[CH:28][C:11]=2[N:10]2[C:30]([C:33]([F:36])([F:35])[F:34])=[N:31][N:32]=[C:9]12)(=O)=O.[C-:37]#[N:38].[Na+].O, predict the reaction product. The product is: [Cl:29][C:26]1[CH:27]=[CH:28][C:11]2[N:10]3[C:30]([C:33]([F:36])([F:35])[F:34])=[N:31][N:32]=[C:9]3[C@@H:8]([CH2:7][CH2:6][C:37]#[N:38])[S:14][C@H:13]([C:15]3[CH:20]=[CH:19][CH:18]=[C:17]([O:21][CH3:22])[C:16]=3[O:23][CH3:24])[C:12]=2[CH:25]=1. (2) Given the reactants [N:1]1[CH:6]=[CH:5][CH:4]=[C:3]([C:7]2[N:16]=[CH:15][C:14]3[C:9](=[C:10]([C:17]([OH:19])=O)[CH:11]=[CH:12][CH:13]=3)[N:8]=2)[CH:2]=1.[S:20]1[CH:24]=[CH:23][N:22]=[C:21]1[NH2:25].CN(C(ON1N=NC2C=CC=NC1=2)=[N+](C)C)C.F[P-](F)(F)(F)(F)F.CCN(C(C)C)C(C)C, predict the reaction product. The product is: [N:1]1[CH:6]=[CH:5][CH:4]=[C:3]([C:7]2[N:16]=[CH:15][C:14]3[C:9](=[C:10]([C:17]([NH:25][C:21]4[S:20][CH:24]=[CH:23][N:22]=4)=[O:19])[CH:11]=[CH:12][CH:13]=3)[N:8]=2)[CH:2]=1. (3) Given the reactants Br[C:2]1[CH:7]=[CH:6][C:5]([C:8]2[O:12][N:11]=[C:10]([CH3:13])[C:9]=2[CH2:14][NH:15][CH3:16])=[CH:4][CH:3]=1.[CH2:17]([O:19][C:20]([C:22]1([C:25]2[CH:30]=[CH:29][C:28](B3OC(C)(C)C(C)(C)O3)=[CH:27][CH:26]=2)[CH2:24][CH2:23]1)=[O:21])[CH3:18], predict the reaction product. The product is: [CH2:17]([O:19][C:20]([C:22]1([C:25]2[CH:30]=[CH:29][C:28]([C:2]3[CH:7]=[CH:6][C:5]([C:8]4[O:12][N:11]=[C:10]([CH3:13])[C:9]=4[CH2:14][NH:15][CH3:16])=[CH:4][CH:3]=3)=[CH:27][CH:26]=2)[CH2:23][CH2:24]1)=[O:21])[CH3:18]. (4) Given the reactants [CH2:1]([O:3][C:4]([C:6]1[NH:7][CH:8]=[CH:9][C:10]=1[NH2:11])=[O:5])[CH3:2].[NH:12]1[C:20]2[C:15](=[CH:16][CH:17]=[CH:18][CH:19]=2)[C:14]([CH:21]=O)=[CH:13]1.[BH3-]C#N.[Na+].CC(O)=O, predict the reaction product. The product is: [NH:12]1[C:20]2[C:15](=[CH:16][CH:17]=[CH:18][CH:19]=2)[C:14]([CH2:21][NH:11][C:10]2[CH:9]=[CH:8][NH:7][C:6]=2[C:4]([O:3][CH2:1][CH3:2])=[O:5])=[CH:13]1.